Dataset: Forward reaction prediction with 1.9M reactions from USPTO patents (1976-2016). Task: Predict the product of the given reaction. (1) Given the reactants [NH2:1][CH:2]([C:6]1[N:7]([CH2:17][C:18]2[CH:23]=[CH:22][CH:21]=[CH:20][CH:19]=2)[C:8](=[O:16])[C:9]2[C:14]([CH3:15])=[N:13][O:12][C:10]=2[N:11]=1)[CH:3]([CH3:5])[CH3:4].[C:24]([O:28][C:29](=[O:35])[NH:30][CH2:31][CH2:32][CH:33]=O)([CH3:27])([CH3:26])[CH3:25].C(O[BH-](OC(=O)C)OC(=O)C)(=O)C.[Na+], predict the reaction product. The product is: [C:24]([O:28][C:29](=[O:35])[NH:30][CH2:31][CH2:32][CH2:33][NH:1][CH:2]([C:6]1[N:7]([CH2:17][C:18]2[CH:19]=[CH:20][CH:21]=[CH:22][CH:23]=2)[C:8](=[O:16])[C:9]2[C:14]([CH3:15])=[N:13][O:12][C:10]=2[N:11]=1)[CH:3]([CH3:5])[CH3:4])([CH3:27])([CH3:26])[CH3:25]. (2) Given the reactants [N:1]([CH2:4][CH2:5][CH2:6][CH2:7][CH2:8][CH2:9][CH2:10][C:11]([OH:13])=O)=[N+:2]=[N-:3].C(Cl)(=O)C([Cl:17])=O, predict the reaction product. The product is: [N:1]([CH2:4][CH2:5][CH2:6][CH2:7][CH2:8][CH2:9][CH2:10][C:11]([Cl:17])=[O:13])=[N+:2]=[N-:3]. (3) Given the reactants [Br:1][C:2]1[CH:7]=[CH:6][C:5]([CH:8]([C:10]2[CH:15]=[CH:14][CH:13]=[CH:12][CH:11]=2)O)=[CH:4][C:3]=1[C:16]([F:19])([F:18])[F:17].FC(F)(F)C(O)=O.C([SiH](CC)CC)C.[NH4+].[Cl-], predict the reaction product. The product is: [CH2:8]([C:5]1[CH:6]=[CH:7][C:2]([Br:1])=[C:3]([C:16]([F:19])([F:17])[F:18])[CH:4]=1)[C:10]1[CH:11]=[CH:12][CH:13]=[CH:14][CH:15]=1. (4) Given the reactants [NH2:1][C:2]1[CH:3]=[C:4]([N:11]2[CH2:16][CH2:15][N:14]([C:17]([C:19]3[CH:24]=[CH:23][CH:22]=[CH:21][CH:20]=3)=[O:18])[CH2:13][CH2:12]2)[CH:5]=[CH:6][C:7]=1[N+:8]([O-])=O.C(O)(=O)C, predict the reaction product. The product is: [NH2:1][C:2]1[CH:3]=[C:4]([N:11]2[CH2:12][CH2:13][N:14]([C:17]([C:19]3[CH:20]=[CH:21][CH:22]=[CH:23][CH:24]=3)=[O:18])[CH2:15][CH2:16]2)[CH:5]=[CH:6][C:7]=1[NH2:8]. (5) Given the reactants [Br:1][CH2:2][O:3][CH3:4].[CH2:5]([P:9]([CH2:14][CH2:15][CH2:16][CH3:17])[CH2:10][CH2:11][CH2:12][CH3:13])[CH2:6][CH2:7][CH3:8], predict the reaction product. The product is: [Br-:1].[CH2:14]([P+:9]([CH2:5][CH2:6][CH2:7][CH3:8])([CH2:10][CH2:11][CH2:12][CH3:13])[CH2:2][O:3][CH3:4])[CH2:15][CH2:16][CH3:17].